This data is from Forward reaction prediction with 1.9M reactions from USPTO patents (1976-2016). The task is: Predict the product of the given reaction. Given the reactants [CH3:1][C:2]1([C:7]2[O:11][C:10]([CH2:12][N:13]3[CH:17]=[C:16]([NH2:18])[CH:15]=[N:14]3)=[CH:9][CH:8]=2)[O:6]CCO1.[F:19][C:20]1[CH:25]=[CH:24][CH:23]=[CH:22][C:21]=1[C:26]1[S:30][CH:29]=[N:28][C:27]=1[C:31](O)=[O:32], predict the reaction product. The product is: [C:2]([C:7]1[O:11][C:10]([CH2:12][N:13]2[CH:17]=[C:16]([NH:18][C:31]([C:27]3[N:28]=[CH:29][S:30][C:26]=3[C:21]3[CH:22]=[CH:23][CH:24]=[CH:25][C:20]=3[F:19])=[O:32])[CH:15]=[N:14]2)=[CH:9][CH:8]=1)(=[O:6])[CH3:1].